From a dataset of Rat liver microsome stability data. Regression/Classification. Given a drug SMILES string, predict its absorption, distribution, metabolism, or excretion properties. Task type varies by dataset: regression for continuous measurements (e.g., permeability, clearance, half-life) or binary classification for categorical outcomes (e.g., BBB penetration, CYP inhibition). Dataset: rlm. (1) The drug is CS(=O)(=O)Nc1cccc(-c2nccc(-n3ccnc3)n2)c1. The result is 0 (unstable in rat liver microsomes). (2) The compound is Cc1sc(NC(=O)Cc2ccc3c(c2)OCO3)nc1-c1ccc2c(c1)CCN2C(=O)c1ccccc1Cl. The result is 1 (stable in rat liver microsomes).